From a dataset of Reaction yield outcomes from USPTO patents with 853,638 reactions. Predict the reaction yield, written as a fraction of the theoretical maximum amount of product (1.0 means a 100% yield; for example, 0.34 means a 34% yield). (1) The reactants are C1C=CC(P(C2C=CC=CC=2)C2C=CC=CC=2)=CC=1.C([O-])([O-])=O.[K+].[K+].Br[C:27]1[C:28]([F:36])=[C:29]([CH:33]=[CH:34][CH:35]=1)[C:30]([NH2:32])=[O:31].[CH3:37][C:38]([Si:41]([CH3:54])([CH3:53])[O:42][CH2:43][C:44]1[CH:45]=[C:46](B(O)O)[CH:47]=[CH:48][CH:49]=1)([CH3:40])[CH3:39]. The catalyst is O1CCOCC1.CC([O-])=O.CC([O-])=O.[Pd+2]. The product is [CH3:40][C:38]([Si:41]([CH3:54])([CH3:53])[O:42][CH2:43][C:44]1[CH:45]=[C:46]([C:27]2[CH:35]=[CH:34][CH:33]=[C:29]([C:30]([NH2:32])=[O:31])[C:28]=2[F:36])[CH:47]=[CH:48][CH:49]=1)([CH3:37])[CH3:39]. The yield is 0.630. (2) The reactants are [Br:1]P(Br)(C1C=CC=CC=1)(C1C=CC=CC=1)C1C=CC=CC=1.[NH2:22][C:23]1[C:24]([C:30]([NH:32][NH2:33])=[O:31])=[N:25][C:26]([Br:29])=[CH:27][N:28]=1.[CH3:34][C:35]1[CH:43]=[C:42]([CH2:44]O[Si](C(C)C)(C(C)C)C(C)C)[CH:41]=[CH:40][C:36]=1[C:37](O)=O.CCN(C(C)C)C(C)C. The catalyst is C(#N)C.O. The product is [Br:29][C:26]1[N:25]=[C:24]([C:30]2[O:31][C:37]([C:36]3[CH:40]=[CH:41][C:42]([CH2:44][Br:1])=[CH:43][C:35]=3[CH3:34])=[N:33][N:32]=2)[C:23]([NH2:22])=[N:28][CH:27]=1. The yield is 0.620. (3) The reactants are [ClH:1].[CH3:2][N:3]([CH3:21])[C@H:4]1[C:12]2[C:7](=[CH:8][CH:9]=[C:10]([C:13]3[C:14]([CH3:20])=[N:15][N:16]([CH3:19])[C:17]=3[CH3:18])[CH:11]=2)[CH2:6][CH2:5]1. The catalyst is C(OCC)(=O)C. The product is [ClH:1].[CH3:21][N:3]([CH3:2])[C@H:4]1[C:12]2[C:7](=[CH:8][CH:9]=[C:10]([C:13]3[C:14]([CH3:20])=[N:15][N:16]([CH3:19])[C:17]=3[CH3:18])[CH:11]=2)[CH2:6][CH2:5]1. The yield is 0.750.